Predict which catalyst facilitates the given reaction. From a dataset of Catalyst prediction with 721,799 reactions and 888 catalyst types from USPTO. Reactant: [Cl:1][C:2]1[CH:3]=[C:4]([CH:8]=[C:9]([N:11]2[CH2:16][CH2:15][CH:14]([OH:17])[CH2:13][CH2:12]2)[N:10]=1)[C:5]([NH2:7])=[O:6].[Br:18][C:19]1[CH:20]=[C:21]([C:25](O)=[O:26])[NH:22][C:23]=1[CH3:24].C1(P(C2C=CC=CC=2)C2C=CC=CC=2)C=CC=CC=1.CCOC(/N=N/C(OCC)=O)=O. Product: [Br:18][C:19]1[CH:20]=[C:21]([C:25]([O:17][CH:14]2[CH2:15][CH2:16][N:11]([C:9]3[CH:8]=[C:4]([C:5]([NH2:7])=[O:6])[CH:3]=[C:2]([Cl:1])[N:10]=3)[CH2:12][CH2:13]2)=[O:26])[NH:22][C:23]=1[CH3:24]. The catalyst class is: 1.